Dataset: Full USPTO retrosynthesis dataset with 1.9M reactions from patents (1976-2016). Task: Predict the reactants needed to synthesize the given product. (1) Given the product [C:27]([O:31][C:32](=[O:65])[NH:33][C:41]1[C:42]([CH3:64])([CH3:63])[S:43](=[O:62])(=[O:61])[CH2:44][C@:45]([C:48]2[CH:53]=[C:52]([N+:54]([O-:56])=[O:55])[CH:51]=[CH:50][C:49]=2[CH2:57][CH2:58][CH2:59][I:25])([CH3:47])[N:46]=1)([CH3:30])([CH3:29])[CH3:28].[C:27]([O:31][C:32]([NH:33][C:34](=[O:35])[O-:36])=[O:65])([CH3:30])([CH3:28])[CH3:29], predict the reactants needed to synthesize it. The reactants are: N1C=CN=C1.C1(P(C2C=CC=CC=2)C2C=CC=CC=2)C=CC=CC=1.[I:25]I.[C:27]([O:31][C:32](=[O:65])[N:33]([C:41]1[C:42]([CH3:64])([CH3:63])[S:43](=[O:62])(=[O:61])[CH2:44][C@:45]([C:48]2[CH:53]=[C:52]([N+:54]([O-:56])=[O:55])[CH:51]=[CH:50][C:49]=2[CH2:57][CH2:58][CH2:59]O)([CH3:47])[N:46]=1)[C:34]([O:36]C(C)(C)C)=[O:35])([CH3:30])([CH3:29])[CH3:28]. (2) The reactants are: [CH3:1][Si:2]([O:7][CH3:8])([O:5][CH3:6])[O:3][CH3:4].[F:9][C:10]([F:21])([F:20])[CH2:11][CH2:12][Si:13]([O:18][CH3:19])([O:16][CH3:17])[O:14][CH3:15].[OH-:22].[K+:23]. Given the product [CH3:1][Si:2]([O:7][CH3:8])([O:5][CH3:6])[O:3][CH3:4].[F:21][C:10]([F:9])([F:20])[CH2:11][CH2:12][Si:13]([O:14][CH3:15])([O:18][CH3:19])[O:16][CH3:17].[OH-:22].[K+:23], predict the reactants needed to synthesize it.